Dataset: Full USPTO retrosynthesis dataset with 1.9M reactions from patents (1976-2016). Task: Predict the reactants needed to synthesize the given product. (1) Given the product [C:20]([O:19][C:17]([NH:3][CH2:4][CH2:5][CH2:6][CH2:7][CH2:8][CH2:9][CH2:10][CH2:11][CH2:12][CH2:13][C:14]([OH:16])=[O:15])=[O:18])([CH3:23])([CH3:22])[CH3:21], predict the reactants needed to synthesize it. The reactants are: [OH-].[Na+].[NH2:3][CH2:4][CH2:5][CH2:6][CH2:7][CH2:8][CH2:9][CH2:10][CH2:11][CH2:12][CH2:13][C:14]([OH:16])=[O:15].[C:17](O[C:17]([O:19][C:20]([CH3:23])([CH3:22])[CH3:21])=[O:18])([O:19][C:20]([CH3:23])([CH3:22])[CH3:21])=[O:18]. (2) Given the product [CH2:24]([C:26]1[N:27]=[C:28]([C@@H:31]([NH:42][C:11](=[O:13])[CH2:10][CH2:9][C:1](=[O:8])[C:2]2[CH:3]=[CH:4][CH:5]=[CH:6][CH:7]=2)[CH2:32][C:33]2[CH:38]=[CH:37][C:36]([N+:39]([O-:41])=[O:40])=[CH:35][CH:34]=2)[S:29][CH:30]=1)[CH3:25], predict the reactants needed to synthesize it. The reactants are: [C:1]([CH2:9][CH2:10][C:11]([OH:13])=O)(=[O:8])[C:2]1[CH:7]=[CH:6][CH:5]=[CH:4][CH:3]=1.CN1C=CN=C1.S(Cl)(Cl)=O.[CH2:24]([C:26]1[N:27]=[C:28]([C@@H:31]([NH2:42])[CH2:32][C:33]2[CH:38]=[CH:37][C:36]([N+:39]([O-:41])=[O:40])=[CH:35][CH:34]=2)[S:29][CH:30]=1)[CH3:25]. (3) Given the product [NH2:22][C:8]1[CH:7]=[C:6]([O:5][CH2:4][CH2:3][O:2][CH3:1])[C:16]([O:17][CH2:18][CH2:19][O:20][CH3:21])=[CH:15][C:9]=1[C:10]([O:12][CH2:13][CH3:14])=[O:11], predict the reactants needed to synthesize it. The reactants are: [CH3:1][O:2][CH2:3][CH2:4][O:5][C:6]1[C:16]([O:17][CH2:18][CH2:19][O:20][CH3:21])=[CH:15][C:9]([C:10]([O:12][CH2:13][CH3:14])=[O:11])=[C:8]([N+:22]([O-])=O)[CH:7]=1.[H][H]. (4) Given the product [CH3:1][S:2]([C:4]1[CH:9]=[C:8]([CH2:10][CH2:11][C:12]([OH:14])=[O:13])[CH:7]=[C:6]([C:19]2[S:20][C:21]3[CH:29]=[CH:28][CH:27]=[CH:26][C:22]=3[C:23](=[O:25])[N:24]=2)[N:5]=1)=[O:3], predict the reactants needed to synthesize it. The reactants are: [CH3:1][S:2]([C:4]1[CH:9]=[C:8]([CH2:10][CH2:11][C:12]([O:14]C(C)(C)C)=[O:13])[CH:7]=[C:6]([C:19]2[S:20][C:21]3[CH:29]=[CH:28][CH:27]=[CH:26][C:22]=3[C:23](=[O:25])[N:24]=2)[N:5]=1)=[O:3].C(OC(C)C)(C)C. (5) The reactants are: [F:1][C:2]1[CH:3]=[C:4](B(O)O)[CH:5]=[C:6]([F:8])[CH:7]=1.Cl[C:13]1[N:18]=[C:17]([NH2:19])[N:16]=[C:15]([NH:20][CH3:21])[CH:14]=1. Given the product [F:1][C:2]1[CH:3]=[C:4]([C:13]2[N:18]=[C:17]([NH2:19])[N:16]=[C:15]([NH:20][CH3:21])[CH:14]=2)[CH:5]=[C:6]([F:8])[CH:7]=1, predict the reactants needed to synthesize it.